This data is from Full USPTO retrosynthesis dataset with 1.9M reactions from patents (1976-2016). The task is: Predict the reactants needed to synthesize the given product. (1) Given the product [CH2:1]([O:8][N:9]1[C:15](=[O:16])[N:14]2[CH2:17][C@@H:10]1[CH2:11][CH2:12][C@@H:13]2[C:18]([NH:27][NH:26][C:21](=[O:25])[CH2:22][CH2:23][CH3:24])=[O:20])[C:2]1[CH:3]=[CH:4][CH:5]=[CH:6][CH:7]=1, predict the reactants needed to synthesize it. The reactants are: [CH2:1]([O:8][N:9]1[C:15](=[O:16])[N:14]2[CH2:17][C@H:10]1[CH2:11][CH2:12][C@H:13]2[C:18]([OH:20])=O)[C:2]1[CH:7]=[CH:6][CH:5]=[CH:4][CH:3]=1.[C:21]([NH:26][NH2:27])(=[O:25])[CH2:22][CH2:23][CH3:24].ON1C2C=CC=CC=2N=N1.Cl.C(N=C=NCCCN(C)C)C. (2) Given the product [CH3:19][N:10]1[C:11]2[C:16](=[CH:15][CH:14]=[CH:13][CH:12]=2)[C:17](=[O:18])[N:8]([C:4]2[CH:5]=[CH:6][CH:7]=[C:2]([B:25]3[O:26][C:27]([CH3:29])([CH3:28])[C:23]([CH3:39])([CH3:22])[O:24]3)[C:3]=2[CH3:21])[C:9]1=[O:20], predict the reactants needed to synthesize it. The reactants are: Br[C:2]1[C:3]([CH3:21])=[C:4]([N:8]2[C:17](=[O:18])[C:16]3[C:11](=[CH:12][CH:13]=[CH:14][CH:15]=3)[N:10]([CH3:19])[C:9]2=[O:20])[CH:5]=[CH:6][CH:7]=1.[CH3:22][C:23]1([CH3:39])[C:27]([CH3:29])([CH3:28])[O:26][B:25]([B:25]2[O:26][C:27]([CH3:29])([CH3:28])[C:23]([CH3:39])([CH3:22])[O:24]2)[O:24]1.C([O-])(=O)C.[K+].